Dataset: Forward reaction prediction with 1.9M reactions from USPTO patents (1976-2016). Task: Predict the product of the given reaction. Given the reactants [NH2:1][C@:2]1([CH2:21][OH:22])[CH2:6][CH2:5][C@H:4]([C:7]2[CH:12]=[CH:11][C:10]([CH2:13][CH2:14][CH2:15][CH2:16][CH2:17][CH2:18][CH2:19][CH3:20])=[CH:9][CH:8]=2)[CH2:3]1.N1C=CC=CC=1.[C:29](O[C:29]([O:31][C:32]([CH3:35])([CH3:34])[CH3:33])=[O:30])([O:31][C:32]([CH3:35])([CH3:34])[CH3:33])=[O:30].[O-][Mn](=O)(=O)=O.[K+], predict the reaction product. The product is: [OH:22][CH2:21][C@@:2]1([NH:1][C:29](=[O:30])[O:31][C:32]([CH3:35])([CH3:34])[CH3:33])[CH2:6][CH2:5][C@H:4]([C:7]2[CH:8]=[CH:9][C:10]([CH2:13][CH2:14][CH2:15][CH2:16][CH2:17][CH2:18][CH2:19][CH3:20])=[CH:11][CH:12]=2)[CH2:3]1.